This data is from Full USPTO retrosynthesis dataset with 1.9M reactions from patents (1976-2016). The task is: Predict the reactants needed to synthesize the given product. (1) Given the product [CH2:36]([O:35][P:34]([C:31]1[CH:32]=[CH:33][C:28]([NH:27][C:2]2[CH:7]=[C:6]([O:8][C:9]3[C:18]4[C:13](=[CH:14][CH:15]=[CH:16][CH:17]=4)[C:12]([NH:19][C:20](=[O:26])[O:21][C:22]([CH3:25])([CH3:24])[CH3:23])=[CH:11][CH:10]=3)[CH:5]=[CH:4][N:3]=2)=[CH:29][C:30]=1[O:41][CH3:42])([CH2:39][CH3:40])=[O:38])[CH3:37], predict the reactants needed to synthesize it. The reactants are: Cl[C:2]1[CH:7]=[C:6]([O:8][C:9]2[C:18]3[C:13](=[CH:14][CH:15]=[CH:16][CH:17]=3)[C:12]([NH:19][C:20](=[O:26])[O:21][C:22]([CH3:25])([CH3:24])[CH3:23])=[CH:11][CH:10]=2)[CH:5]=[CH:4][N:3]=1.[NH2:27][C:28]1[CH:33]=[CH:32][C:31]([P:34]([CH2:39][CH3:40])(=[O:38])[O:35][CH2:36][CH3:37])=[C:30]([O:41][CH3:42])[CH:29]=1.C(=O)([O-])[O-].[K+].[K+].CC(C1C=C(C(C)C)C(C2C(P(C3CCCCC3)C3CCCCC3)=C(OC)C=CC=2OC)=C(C(C)C)C=1)C. (2) Given the product [C:1]([O:7][CH2:8][N:9]1[CH:13]=[C:12]([C:14]2[CH:19]=[C:18]([O:20][C:21]3[C:22]([CH3:30])=[N:23][C:24]([NH2:27])=[CH:25][CH:26]=3)[CH:17]=[CH:16][N:15]=2)[N:11]=[N:10]1)(=[O:6])[C:2]([CH3:5])([CH3:4])[CH3:3], predict the reactants needed to synthesize it. The reactants are: [C:1]([O:7][CH2:8][N:9]1[CH:13]=[C:12]([C:14]2[CH:19]=[C:18]([O:20][C:21]3[C:22]([CH3:30])=[N:23][C:24]([N+:27]([O-])=O)=[CH:25][CH:26]=3)[CH:17]=[CH:16][N:15]=2)[N:11]=[N:10]1)(=[O:6])[C:2]([CH3:5])([CH3:4])[CH3:3]. (3) Given the product [C:1]12([NH:11][CH2:12][C:13]3[S:20][C:16]4[S:17][C:18]([Br:28])=[CH:19][C:15]=4[CH:14]=3)[CH2:2][CH:3]3[CH2:4][CH:5]([CH2:6][CH:7]([CH2:9]3)[CH2:8]1)[CH2:10]2, predict the reactants needed to synthesize it. The reactants are: [C:1]12([NH:11][CH2:12][C:13]3[S:20][C:16]4[S:17][CH:18]=[CH:19][C:15]=4[CH:14]=3)[CH2:10][CH:5]3[CH2:6][CH:7]([CH2:9][CH:3]([CH2:4]3)[CH2:2]1)[CH2:8]2.C1C(=O)N([Br:28])C(=O)C1. (4) The reactants are: [NH2:1][CH2:2][C:3]1[CH:4]=[C:5]([C:9]2[C:10]([OH:20])=[CH:11][CH:12]=[C:13]([C:15]3[NH:19][N:18]=[N:17][N:16]=3)[CH:14]=2)[CH:6]=[CH:7][CH:8]=1.C(N(CC)CC)C.[C:28]([N:32]=[C:33]=[O:34])([CH3:31])([CH3:30])[CH3:29].C(OCC)(=O)C. Given the product [C:28]([NH:32][C:33]([NH:1][CH2:2][C:3]1[CH:4]=[C:5]([C:9]2[CH:14]=[C:13]([C:15]3[NH:19][N:18]=[N:17][N:16]=3)[CH:12]=[CH:11][C:10]=2[OH:20])[CH:6]=[CH:7][CH:8]=1)=[O:34])([CH3:31])([CH3:30])[CH3:29], predict the reactants needed to synthesize it. (5) Given the product [Br:1][C:2]1[CH:15]=[CH:14][C:5]([C:6]([N:8]([CH3:10])[CH3:9])=[O:7])=[C:4]([S:16]([CH:19]([CH3:21])[CH3:20])(=[O:18])=[O:17])[CH:3]=1, predict the reactants needed to synthesize it. The reactants are: [Br:1][C:2]1[CH:15]=[CH:14][C:5]([C:6]([N:8]([CH2:10]CCC)[CH3:9])=[O:7])=[C:4]([S:16]([CH:19]([CH3:21])[CH3:20])(=[O:18])=[O:17])[CH:3]=1.BrC1C=CC(C(O)=O)=C(S(C(C)C)(=O)=O)C=1.CNC. (6) Given the product [Br:1][C:2]1[C:3]([Cl:11])=[C:4]([CH:5]=[CH:6][CH:7]=1)[NH2:8], predict the reactants needed to synthesize it. The reactants are: [Br:1][C:2]1[CH:7]=[CH:6][CH:5]=[C:4]([N+:8]([O-])=O)[C:3]=1[Cl:11].Cl[Sn]Cl. (7) Given the product [F:1][C:2]1[C:3]([F:12])=[CH:4][C:5]2[S:9][C:8](=[N:10][C:16](=[O:17])[C:15]3[C:19]([F:24])=[CH:20][CH:21]=[C:22]([F:23])[C:14]=3[F:13])[N:7]([CH:26]([CH2:31][CH3:32])[C:27]([OH:29])=[O:28])[C:6]=2[CH:11]=1, predict the reactants needed to synthesize it. The reactants are: [F:1][C:2]1[C:3]([F:12])=[CH:4][C:5]2[S:9][C:8]([NH2:10])=[N:7][C:6]=2[CH:11]=1.[F:13][C:14]1[C:22]([F:23])=[CH:21][CH:20]=[C:19]([F:24])[C:15]=1[C:16](Cl)=[O:17].Br[CH:26]([CH2:31][CH3:32])[C:27]([O:29]C)=[O:28].COC1C=CC2N=C(N)SC=2C=1.ClC1C=C(C=CC=1)C(Cl)=O.BrCC(OCC)=O. (8) Given the product [C:7]1([C:1]2[CH:2]=[CH:3][CH:4]=[CH:5][CH:6]=2)[CH:12]=[CH:11][CH:10]=[CH:9][C:8]=1[O:13][P:22]1[O:26][C:25]([C:33]2[CH:38]=[CH:37][CH:36]=[CH:35][CH:34]=2)([C:27]2[CH:28]=[CH:29][CH:30]=[CH:31][CH:32]=2)[C:24]([C:39]2[CH:40]=[CH:41][CH:42]=[CH:43][CH:44]=2)([C:45]2[CH:46]=[CH:47][CH:48]=[CH:49][CH:50]=2)[O:23]1, predict the reactants needed to synthesize it. The reactants are: [C:1]1([C:7]2[CH:12]=[CH:11][CH:10]=[CH:9][C:8]=2[OH:13])[CH:6]=[CH:5][CH:4]=[CH:3][CH:2]=1.C(N(CC)CC)C.Cl[P:22]1[O:26][C:25]([C:33]2[CH:38]=[CH:37][CH:36]=[CH:35][CH:34]=2)([C:27]2[CH:32]=[CH:31][CH:30]=[CH:29][CH:28]=2)[C:24]([C:45]2[CH:50]=[CH:49][CH:48]=[CH:47][CH:46]=2)([C:39]2[CH:44]=[CH:43][CH:42]=[CH:41][CH:40]=2)[O:23]1. (9) Given the product [Cl:37][CH2:2][C:3]1[O:4][C:5]([C:14]2[CH:19]=[CH:18][C:17]([S:20]([NH2:23])(=[O:22])=[O:21])=[CH:16][CH:15]=2)=[C:6]([C:8]2[CH:13]=[CH:12][CH:11]=[CH:10][CH:9]=2)[N:7]=1, predict the reactants needed to synthesize it. The reactants are: O[CH2:2][C:3]1[O:4][C:5]([C:14]2[CH:19]=[CH:18][C:17]([S:20]([NH2:23])(=[O:22])=[O:21])=[CH:16][CH:15]=2)=[C:6]([C:8]2[CH:13]=[CH:12][CH:11]=[CH:10][CH:9]=2)[N:7]=1.C(N(CC)CC)C.[Cl-].[Li+].CS([Cl:37])(=O)=O. (10) Given the product [OH:27][CH2:26][CH2:25][NH:24][C:6]([C:8]1[N:9]=[C:10]([Cl:23])[C:11]2[C:16]([C:17]=1[OH:18])=[CH:15][CH:14]=[C:13]([O:19][CH:20]([CH3:21])[CH3:22])[CH:12]=2)=[O:7], predict the reactants needed to synthesize it. The reactants are: C(O[C:6]([C:8]1[N:9]=[C:10]([Cl:23])[C:11]2[C:16]([C:17]=1[OH:18])=[CH:15][CH:14]=[C:13]([O:19][CH:20]([CH3:22])[CH3:21])[CH:12]=2)=[O:7])CCC.[NH2:24][CH2:25][CH2:26][OH:27].